From a dataset of Full USPTO retrosynthesis dataset with 1.9M reactions from patents (1976-2016). Predict the reactants needed to synthesize the given product. (1) Given the product [CH3:1][O:2][C:3]1[CH:4]=[C:5]([CH:9]=[CH:10][C:11]=1[N+:12]([O-:14])=[O:13])[C:6]([N:8]=[C:16]=[O:17])=[O:7], predict the reactants needed to synthesize it. The reactants are: [CH3:1][O:2][C:3]1[CH:4]=[C:5]([CH:9]=[CH:10][C:11]=1[N+:12]([O-:14])=[O:13])[C:6]([NH2:8])=[O:7].C(Cl)(=O)[C:16](Cl)=[O:17]. (2) Given the product [F:3][C:4]1[CH:9]=[CH:8][CH:7]=[CH:6][C:5]=1[N:10]1[C:14]([O:15][CH3:16])=[CH:13][C:12]([C:17]([NH:19][C@H:20]([C:27]2[CH:32]=[CH:31][CH:30]=[CH:29][C:28]=2[CH3:33])[CH2:21][C:22]([OH:24])=[O:23])=[O:18])=[N:11]1, predict the reactants needed to synthesize it. The reactants are: [OH-].[Na+].[F:3][C:4]1[CH:9]=[CH:8][CH:7]=[CH:6][C:5]=1[N:10]1[C:14]([O:15][CH3:16])=[CH:13][C:12]([C:17]([NH:19][C@H:20]([C:27]2[CH:32]=[CH:31][CH:30]=[CH:29][C:28]=2[CH3:33])[CH2:21][C:22]([O:24]CC)=[O:23])=[O:18])=[N:11]1. (3) Given the product [Cl:1][C:2]1[CH:7]=[C:6]([Cl:8])[C:5]([S:9]([CH2:10][C:11]([F:12])([F:14])[F:13])=[O:24])=[CH:4][C:3]=1[OH:15], predict the reactants needed to synthesize it. The reactants are: [Cl:1][C:2]1[CH:7]=[C:6]([Cl:8])[C:5]([S:9][CH2:10][C:11]([F:14])([F:13])[F:12])=[CH:4][C:3]=1[OH:15].ClC1C=CC=C(C(OO)=[O:24])C=1.S([O-])([O-])(=O)=S.[Na+].[Na+]. (4) Given the product [Cl:38][C:8]1[C:4]([CH:1]2[CH2:2][CH2:3]2)=[N:5][N:6]([CH3:37])[C:7]=1[N:9]1[CH2:36][CH2:35][C:12]2[N:13]=[C:14]([C:24]3[C:32]([CH3:33])=[CH:31][CH:30]=[C:29]4[C:25]=3[C:26]([CH3:34])=[N:27][NH:28]4)[N:15]=[C:16]([N:17]3[CH2:18][CH:19]([O:21][CH2:22][CH3:23])[CH2:20]3)[C:11]=2[CH2:10]1, predict the reactants needed to synthesize it. The reactants are: [CH:1]1([C:4]2[CH:8]=[C:7]([N:9]3[CH2:36][CH2:35][C:12]4[N:13]=[C:14]([C:24]5[C:32]([CH3:33])=[CH:31][CH:30]=[C:29]6[C:25]=5[C:26]([CH3:34])=[N:27][NH:28]6)[N:15]=[C:16]([N:17]5[CH2:20][CH:19]([O:21][CH2:22][CH3:23])[CH2:18]5)[C:11]=4[CH2:10]3)[N:6]([CH3:37])[N:5]=2)[CH2:3][CH2:2]1.[Cl:38]N1C(=O)CCC1=O. (5) Given the product [N:6]1[CH:7]=[C:8]([NH2:11])[C:9]([NH2:10])=[C:4]([NH2:1])[CH:5]=1, predict the reactants needed to synthesize it. The reactants are: [N+:1]([C:4]1[CH:5]=[N:6][CH:7]=[C:8]([N+:11]([O-])=O)[C:9]=1[NH2:10])([O-])=O. (6) Given the product [CH3:6][N:7]([CH3:10])[CH:8]=[C:15]([O:16][C:17]1[CH:22]=[CH:21][C:20]([O:23][CH3:24])=[CH:19][CH:18]=1)[CH:14]=[O:13], predict the reactants needed to synthesize it. The reactants are: P(Cl)(Cl)(Cl)=O.[CH3:6][N:7]([CH3:10])[CH:8]=O.C([O:13][CH:14](OCC)[CH2:15][O:16][C:17]1[CH:22]=[CH:21][C:20]([O:23][CH3:24])=[CH:19][CH:18]=1)C.C(=O)([O-])[O-].[K+].[K+]. (7) Given the product [CH2:33]([N:21]1[CH:22]=[C:23]([C:25]2[CH:30]=[CH:29][C:28]([Cl:31])=[CH:27][C:26]=2[Cl:32])[N:24]=[C:20]1[C@@H:19]([NH:37][C:45](=[O:47])[C:44]1[CH:43]=[CH:42][C:41]([C:40]([F:39])([F:51])[F:50])=[CH:49][CH:48]=1)[CH2:18][C:15]1[CH:16]=[CH:17][C:12]([O:11][C:8]2[CH:9]=[CH:10][C:5]([C:4]([OH:38])=[O:3])=[CH:6][CH:7]=2)=[CH:13][CH:14]=1)[CH2:34][CH2:35][CH3:36], predict the reactants needed to synthesize it. The reactants are: Cl.C[O:3][C:4](=[O:38])[C:5]1[CH:10]=[CH:9][C:8]([O:11][C:12]2[CH:17]=[CH:16][C:15]([CH2:18][C@H:19]([NH2:37])[C:20]3[N:21]([CH2:33][CH2:34][CH2:35][CH3:36])[CH:22]=[C:23]([C:25]4[CH:30]=[CH:29][C:28]([Cl:31])=[CH:27][C:26]=4[Cl:32])[N:24]=3)=[CH:14][CH:13]=2)=[CH:7][CH:6]=1.[F:39][C:40]([F:51])([F:50])[C:41]1[CH:49]=[CH:48][C:44]([C:45]([OH:47])=O)=[CH:43][CH:42]=1. (8) The reactants are: Br[C:2]1[CH:3]=[CH:4][C:5]2[O:30][CH2:29][C:8]3([C:16]4[C:11](=[CH:12][CH:13]=[CH:14][CH:15]=4)[N:10]([CH2:17][C:18]([NH:20][C:21]4[CH:26]=[CH:25][CH:24]=[CH:23][C:22]=4[F:27])=[O:19])[C:9]3=[O:28])[C:6]=2[CH:7]=1.BrC1C=CC2C3(COC=2C=1)C1C(=CC=CC=1)[N:40]([CH2:47][CH2:48][CH2:49][CH2:50][CH3:51])C3=O. Given the product [F:27][C:22]1[CH:23]=[CH:24][CH:25]=[CH:26][C:21]=1[NH:20][C:18](=[O:19])[CH2:17][N:10]1[C:11]2[C:16](=[CH:15][CH:14]=[CH:13][CH:12]=2)[C:8]2([C:6]3[CH:7]=[C:2]([C:50]4[CH:51]=[N:40][CH:47]=[CH:48][CH:49]=4)[CH:3]=[CH:4][C:5]=3[O:30][CH2:29]2)[C:9]1=[O:28], predict the reactants needed to synthesize it. (9) Given the product [ClH:1].[ClH:47].[CH2:39]([NH:46][C:27]1[N:26]=[C:25]2[NH:24][CH:23]=[C:22]([C:18]3[NH:19][N:20]=[CH:21][C:17]=3[C:11]3[CH:16]=[CH:15][CH:14]=[CH:13][CH:12]=3)[C:30]2=[CH:29][CH:28]=1)[C:40]1[CH:45]=[CH:44][CH:43]=[CH:42][CH:41]=1, predict the reactants needed to synthesize it. The reactants are: [Cl:1]C1C=C(C=CC=1)C(O)=O.[C:11]1([C:17]2[CH:21]=[N:20][NH:19][C:18]=2[C:22]2[C:30]3[C:25](=[N+:26]([O-])[CH:27]=[CH:28][CH:29]=3)[NH:24][CH:23]=2)[CH:16]=[CH:15][CH:14]=[CH:13][CH:12]=1.COS(OC)(=O)=O.[CH2:39]([NH2:46])[C:40]1[CH:45]=[CH:44][CH:43]=[CH:42][CH:41]=1.[ClH:47]. (10) Given the product [NH2:1][N:2]1[C:6]([C:7]([NH:50][CH2:51][C:52]2([OH:67])[CH2:57][CH2:56][N:55]([C:58](=[O:59])[C:60]3[CH:65]=[CH:64][C:63]([F:66])=[CH:62][CH:61]=3)[CH2:54][CH2:53]2)=[O:9])=[CH:5][N:4]=[C:3]1[C:10]1[CH:15]=[CH:14][C:13]([F:16])=[CH:12][CH:11]=1, predict the reactants needed to synthesize it. The reactants are: [NH2:1][N:2]1[C:6]([C:7]([OH:9])=O)=[CH:5][N:4]=[C:3]1[C:10]1[CH:15]=[CH:14][C:13]([F:16])=[CH:12][CH:11]=1.CN(C(ON1N=NC2C=CC=NC1=2)=[N+](C)C)C.F[P-](F)(F)(F)(F)F.CCN(C(C)C)C(C)C.[NH2:50][CH2:51][C:52]1([OH:67])[CH2:57][CH2:56][N:55]([C:58]([C:60]2[CH:65]=[CH:64][C:63]([F:66])=[CH:62][CH:61]=2)=[O:59])[CH2:54][CH2:53]1.